From a dataset of Catalyst prediction with 721,799 reactions and 888 catalyst types from USPTO. Predict which catalyst facilitates the given reaction. Reactant: Br[C:2]1[CH:7]=[CH:6][N:5]=[C:4]([C:8]([NH:10][C:11]2[CH:15]=[C:14]([C:16]3[N:20]([CH:21]4[CH2:23][CH2:22]4)[CH:19]=[N:18][N:17]=3)[S:13][CH:12]=2)=[O:9])[CH:3]=1.[N:24]1[CH:29]=[CH:28][CH:27]=[C:26](B(O)O)[CH:25]=1.C(=O)([O-])[O-].[K+].[K+]. Product: [CH:21]1([N:20]2[CH:19]=[N:18][N:17]=[C:16]2[C:14]2[S:13][CH:12]=[C:11]([NH:10][C:8]([C:4]3[CH:3]=[C:2]([C:26]4[CH:25]=[N:24][CH:29]=[CH:28][CH:27]=4)[CH:7]=[CH:6][N:5]=3)=[O:9])[CH:15]=2)[CH2:23][CH2:22]1. The catalyst class is: 11.